From a dataset of Forward reaction prediction with 1.9M reactions from USPTO patents (1976-2016). Predict the product of the given reaction. (1) Given the reactants S(Cl)(Cl)=O.[NH2:5][C:6]1[CH:11]=[CH:10][C:9]([CH2:12][C:13]([OH:15])=[O:14])=[C:8]([F:16])[CH:7]=1.[CH2:17](O)[CH3:18], predict the reaction product. The product is: [NH2:5][C:6]1[CH:11]=[CH:10][C:9]([CH2:12][C:13]([O:15][CH2:17][CH3:18])=[O:14])=[C:8]([F:16])[CH:7]=1. (2) Given the reactants [F:1][C:2]1[N:7]=[C:6]([NH:8][C:9](=[O:15])[O:10][C:11]([CH3:14])([CH3:13])[CH3:12])[CH:5]=[CH:4][CH:3]=1.[C:16]([N:23]([C:31]([O:33][C:34]([CH3:37])([CH3:36])[CH3:35])=[O:32])[C:24]1[CH:29]=[CH:28][CH:27]=[C:26]([F:30])[N:25]=1)([O:18][C:19]([CH3:22])([CH3:21])[CH3:20])=[O:17], predict the reaction product. The product is: [F:1][C:2]1[N:7]=[C:6]([NH:8][C:9](=[O:15])[O:10][C:11]([CH3:13])([CH3:12])[CH3:14])[CH:5]=[CH:4][CH:3]=1.[C:31]([N:23]([C:16]([O:18][C:19]([CH3:22])([CH3:21])[CH3:20])=[O:17])[C:24]1[CH:29]=[CH:28][CH:27]=[C:26]([F:30])[N:25]=1)([O:33][C:34]([CH3:37])([CH3:36])[CH3:35])=[O:32]. (3) Given the reactants [CH:1]([C:3]1[S:7][C:6]([C:8]#[N:9])=[CH:5][CH:4]=1)=[O:2].[BH4-].[Na+].Cl.O, predict the reaction product. The product is: [OH:2][CH2:1][C:3]1[S:7][C:6]([C:8]#[N:9])=[CH:5][CH:4]=1.